Dataset: Reaction yield outcomes from USPTO patents with 853,638 reactions. Task: Predict the reaction yield, written as a fraction of the theoretical maximum amount of product (1.0 means a 100% yield; for example, 0.34 means a 34% yield). (1) The reactants are C[O:2][CH:3](OC)[C:4]1[CH:5]=[C:6]([C:11]([C:13]2[C:18]([CH:19]([CH3:21])[CH3:20])=[C:17]([O:22][CH3:23])[N:16]=[C:15]([O:24][CH3:25])[N:14]=2)=[O:12])[CH:7]=[C:8]([CH3:10])[CH:9]=1.Cl. The catalyst is C(Cl)(Cl)Cl.CO. The yield is 0.840. The product is [CH:19]([C:18]1[C:13]([C:11]([C:6]2[CH:5]=[C:4]([CH:9]=[C:8]([CH3:10])[CH:7]=2)[CH:3]=[O:2])=[O:12])=[N:14][C:15]([O:24][CH3:25])=[N:16][C:17]=1[O:22][CH3:23])([CH3:21])[CH3:20]. (2) The reactants are [C:1]1([CH3:10])[C:2]([C:7]([OH:9])=O)=[CH:3][CH:4]=[CH:5][CH:6]=1.C(Cl)(=O)C(Cl)=O.[F:17][C:18]1[CH:38]=[CH:37][C:21]([CH2:22][NH:23][C:24]2[CH:29]=[CH:28][C:27]([NH2:30])=[C:26]([N:31]3[CH2:36][CH2:35][O:34][CH2:33][CH2:32]3)[N:25]=2)=[CH:20][CH:19]=1.N1C=CC=CC=1. The catalyst is C1COCC1.CN(C=O)C. The product is [F:17][C:18]1[CH:38]=[CH:37][C:21]([CH2:22][NH:23][C:24]2[N:25]=[C:26]([N:31]3[CH2:36][CH2:35][O:34][CH2:33][CH2:32]3)[C:27]([NH:30][C:7](=[O:9])[C:2]3[CH:3]=[CH:4][CH:5]=[CH:6][C:1]=3[CH3:10])=[CH:28][CH:29]=2)=[CH:20][CH:19]=1. The yield is 0.100. (3) The reactants are [CH2:1]([S:8]([NH:11][C:12]1[C:13](=[O:23])[N:14]([CH2:19][C:20]([OH:22])=O)[C:15]([CH3:18])=[CH:16][CH:17]=1)(=[O:10])=[O:9])[C:2]1[CH:7]=[CH:6][CH:5]=[CH:4][CH:3]=1.Cl.Cl.[N:26]1[NH:27][CH:28]=[C:29]2[C:34]=1[CH2:33][CH2:32][CH:31]([NH2:35])[CH2:30]2.C1C=CC2N(O)N=NC=2C=1.CN1CCOCC1.C(Cl)CCl. The catalyst is CN(C=O)C. The product is [CH2:1]([S:8]([NH:11][C:12]1[C:13](=[O:23])[N:14]([CH2:19][C:20]([NH:35][CH:31]2[CH2:32][CH2:33][C:34]3[C:29](=[CH:28][NH:27][N:26]=3)[CH2:30]2)=[O:22])[C:15]([CH3:18])=[CH:16][CH:17]=1)(=[O:9])=[O:10])[C:2]1[CH:3]=[CH:4][CH:5]=[CH:6][CH:7]=1. The yield is 0.380. (4) The reactants are [H-].C([Al+]CC(C)C)C(C)C.CCCCCC.C[O:18][C:19](=O)[C:20]1[CH:25]=[CH:24][N:23]=[C:22]([Cl:26])[CH:21]=1.Cl.C(=O)([O-])O.[Na+]. The catalyst is O1CCCC1. The product is [Cl:26][C:22]1[CH:21]=[C:20]([CH2:19][OH:18])[CH:25]=[CH:24][N:23]=1. The yield is 0.950. (5) The yield is 0.460. The reactants are [H-].[Na+].[Cl:3][C:4]1[CH:9]=[CH:8][CH:7]=[C:6]([F:10])[C:5]=1[C:11]1[N:15]=[C:14]([CH3:16])[N:13]([C:17]2[CH:22]=[CH:21][C:20]([CH2:23][OH:24])=[CH:19][CH:18]=2)[N:12]=1.[Cl:25][C:26]1[C:27](S(C)(=O)=O)=[N:28][CH:29]=[C:30]([C:32]([F:35])([F:34])[F:33])[CH:31]=1.O. The catalyst is CN(C=O)C. The product is [Cl:3][C:4]1[CH:9]=[CH:8][CH:7]=[C:6]([F:10])[C:5]=1[C:11]1[N:15]=[C:14]([CH3:16])[N:13]([C:17]2[CH:22]=[CH:21][C:20]([CH2:23][O:24][C:27]3[C:26]([Cl:25])=[CH:31][C:30]([C:32]([F:35])([F:33])[F:34])=[CH:29][N:28]=3)=[CH:19][CH:18]=2)[N:12]=1. (6) The reactants are C(NC(C)C)(C)C.C([Li])CCC.[CH3:13][O:14][C:15](=[O:28])[CH2:16][C:17]1[CH:22]=[CH:21][C:20]([C:23]([F:26])([F:25])[F:24])=[C:19]([F:27])[CH:18]=1.I[CH2:30][CH:31]1[CH2:35][CH2:34][CH2:33][CH2:32]1. The catalyst is O1CCCC1.CN1CCCN(C)C1=O. The product is [CH3:13][O:14][C:15](=[O:28])[CH:16]([C:17]1[CH:22]=[CH:21][C:20]([C:23]([F:26])([F:25])[F:24])=[C:19]([F:27])[CH:18]=1)[CH2:30][CH:31]1[CH2:35][CH2:34][CH2:33][CH2:32]1. The yield is 0.830. (7) The reactants are [Cl-].[C:2]([O:6][C:7](=[O:10])[CH2:8][Zn+])([CH3:5])([CH3:4])[CH3:3].CCOCC.Br[C:17]1[CH:42]=[CH:41][C:20]([CH2:21][O:22][CH2:23][C@@H:24]2[CH2:26][C@@H:25]2[CH:27]2[CH2:32][CH2:31][N:30]([C:33]3[O:37][N:36]=[C:35]([CH:38]([CH3:40])[CH3:39])[N:34]=3)[CH2:29][CH2:28]2)=[C:19]([F:43])[CH:18]=1.CC(C1C=C(C(C)C)C(C2C=CC=CC=2P(C2CCCCC2)C2CCCCC2)=C(C(C)C)C=1)C. The catalyst is C1COCC1.C1C=CC(/C=C/C(/C=C/C2C=CC=CC=2)=O)=CC=1.C1C=CC(/C=C/C(/C=C/C2C=CC=CC=2)=O)=CC=1.C1C=CC(/C=C/C(/C=C/C2C=CC=CC=2)=O)=CC=1.[Pd].[Pd]. The product is [F:43][C:19]1[CH:18]=[C:17]([CH2:8][C:7]([O:6][C:2]([CH3:5])([CH3:4])[CH3:3])=[O:10])[CH:42]=[CH:41][C:20]=1[CH2:21][O:22][CH2:23][C@@H:24]1[CH2:26][C@@H:25]1[CH:27]1[CH2:32][CH2:31][N:30]([C:33]2[O:37][N:36]=[C:35]([CH:38]([CH3:40])[CH3:39])[N:34]=2)[CH2:29][CH2:28]1. The yield is 0.780.